This data is from Peptide-MHC class II binding affinity with 134,281 pairs from IEDB. The task is: Regression. Given a peptide amino acid sequence and an MHC pseudo amino acid sequence, predict their binding affinity value. This is MHC class II binding data. The peptide sequence is SEDLGKTFSVGTGNC. The MHC is DRB3_0101 with pseudo-sequence DRB3_0101. The binding affinity (normalized) is 0.194.